From a dataset of NCI-60 drug combinations with 297,098 pairs across 59 cell lines. Regression. Given two drug SMILES strings and cell line genomic features, predict the synergy score measuring deviation from expected non-interaction effect. (1) Drug 1: CC1=C2C(C(=O)C3(C(CC4C(C3C(C(C2(C)C)(CC1OC(=O)C(C(C5=CC=CC=C5)NC(=O)OC(C)(C)C)O)O)OC(=O)C6=CC=CC=C6)(CO4)OC(=O)C)O)C)O. Drug 2: CC1C(C(CC(O1)OC2CC(OC(C2O)C)OC3=CC4=CC5=C(C(=O)C(C(C5)C(C(=O)C(C(C)O)O)OC)OC6CC(C(C(O6)C)O)OC7CC(C(C(O7)C)O)OC8CC(C(C(O8)C)O)(C)O)C(=C4C(=C3C)O)O)O)O. Cell line: OVCAR-5. Synergy scores: CSS=50.3, Synergy_ZIP=4.14, Synergy_Bliss=9.27, Synergy_Loewe=6.42, Synergy_HSA=9.08. (2) Drug 1: CS(=O)(=O)C1=CC(=C(C=C1)C(=O)NC2=CC(=C(C=C2)Cl)C3=CC=CC=N3)Cl. Drug 2: CC1=C(C=C(C=C1)C(=O)NC2=CC(=CC(=C2)C(F)(F)F)N3C=C(N=C3)C)NC4=NC=CC(=N4)C5=CN=CC=C5. Cell line: BT-549. Synergy scores: CSS=-3.52, Synergy_ZIP=2.77, Synergy_Bliss=3.07, Synergy_Loewe=-3.75, Synergy_HSA=-3.35. (3) Drug 1: CC1CCC2CC(C(=CC=CC=CC(CC(C(=O)C(C(C(=CC(C(=O)CC(OC(=O)C3CCCCN3C(=O)C(=O)C1(O2)O)C(C)CC4CCC(C(C4)OC)O)C)C)O)OC)C)C)C)OC. Drug 2: CC12CCC3C(C1CCC2OP(=O)(O)O)CCC4=C3C=CC(=C4)OC(=O)N(CCCl)CCCl.[Na+]. Cell line: PC-3. Synergy scores: CSS=40.0, Synergy_ZIP=10.1, Synergy_Bliss=14.8, Synergy_Loewe=-3.31, Synergy_HSA=12.6. (4) Drug 1: CC1=C(N=C(N=C1N)C(CC(=O)N)NCC(C(=O)N)N)C(=O)NC(C(C2=CN=CN2)OC3C(C(C(C(O3)CO)O)O)OC4C(C(C(C(O4)CO)O)OC(=O)N)O)C(=O)NC(C)C(C(C)C(=O)NC(C(C)O)C(=O)NCCC5=NC(=CS5)C6=NC(=CS6)C(=O)NCCC[S+](C)C)O. Cell line: SK-MEL-28. Synergy scores: CSS=1.74, Synergy_ZIP=-2.37, Synergy_Bliss=-0.943, Synergy_Loewe=-0.930, Synergy_HSA=-0.930. Drug 2: C1C(C(OC1N2C=NC3=C2NC=NCC3O)CO)O. (5) Drug 1: C1=CC(=CC=C1C#N)C(C2=CC=C(C=C2)C#N)N3C=NC=N3. Drug 2: C1=NNC2=C1C(=O)NC=N2. Cell line: NCI-H460. Synergy scores: CSS=3.59, Synergy_ZIP=-2.99, Synergy_Bliss=-1.31, Synergy_Loewe=-1.68, Synergy_HSA=-1.28. (6) Drug 1: C1CCC(C1)C(CC#N)N2C=C(C=N2)C3=C4C=CNC4=NC=N3. Drug 2: CC12CCC3C(C1CCC2=O)CC(=C)C4=CC(=O)C=CC34C. Cell line: SF-295. Synergy scores: CSS=41.1, Synergy_ZIP=0.928, Synergy_Bliss=-3.78, Synergy_Loewe=-2.81, Synergy_HSA=-3.34. (7) Drug 1: C1=CC(=C2C(=C1NCCNCCO)C(=O)C3=C(C=CC(=C3C2=O)O)O)NCCNCCO. Drug 2: C1C(C(OC1N2C=NC3=C2NC=NCC3O)CO)O. Cell line: IGROV1. Synergy scores: CSS=32.1, Synergy_ZIP=-13.0, Synergy_Bliss=-7.38, Synergy_Loewe=-52.5, Synergy_HSA=-8.20. (8) Drug 1: COC1=CC(=CC(=C1O)OC)C2C3C(COC3=O)C(C4=CC5=C(C=C24)OCO5)OC6C(C(C7C(O6)COC(O7)C8=CC=CS8)O)O. Drug 2: C(CN)CNCCSP(=O)(O)O. Cell line: MDA-MB-435. Synergy scores: CSS=5.50, Synergy_ZIP=-4.79, Synergy_Bliss=-2.59, Synergy_Loewe=-13.4, Synergy_HSA=-3.54. (9) Drug 1: CC1C(C(CC(O1)OC2CC(CC3=C2C(=C4C(=C3O)C(=O)C5=C(C4=O)C(=CC=C5)OC)O)(C(=O)CO)O)N)O.Cl. Drug 2: C1CC(=O)NC(=O)C1N2C(=O)C3=CC=CC=C3C2=O. Cell line: 786-0. Synergy scores: CSS=2.83, Synergy_ZIP=-2.12, Synergy_Bliss=-0.741, Synergy_Loewe=-2.63, Synergy_HSA=-1.45.